The task is: Predict which catalyst facilitates the given reaction.. This data is from Catalyst prediction with 721,799 reactions and 888 catalyst types from USPTO. (1) Reactant: [Br:1][C:2]1[C:12]2[C:13]3[C:5]([CH2:6][C:7](=[O:14])[C:8]=3[CH:9]=[CH:10][CH:11]=2)=[CH:4][CH:3]=1.[BH4-].[Na+].[Cl-].[NH4+]. Product: [Br:1][C:2]1[C:12]2[C:13]3[C:5]([CH2:6][CH:7]([OH:14])[C:8]=3[CH:9]=[CH:10][CH:11]=2)=[CH:4][CH:3]=1. The catalyst class is: 5. (2) Reactant: [N+:1]([C:4]1[C:5]([C:9]([OH:11])=O)=[N:6][NH:7][CH:8]=1)([O-:3])=[O:2].CCN=C=NC[CH2:18][CH2:19][N:20]([CH3:22])[CH3:21].Cl.[CH:24]1[CH:25]=[CH:26][C:27]2[N:32](O)N=N[C:28]=2[CH:29]=1.CN([CH:37]=[O:38])C. The catalyst class is: 147. Product: [N:20]1([CH2:21][C:24]2[CH:29]=[CH:28][C:27]([NH:32][C:9]([C:5]3[C:4]([N+:1]([O-:3])=[O:2])=[CH:8][NH:7][N:6]=3)=[O:11])=[CH:26][CH:25]=2)[CH2:19][CH2:18][O:38][CH2:37][CH2:22]1.